This data is from Full USPTO retrosynthesis dataset with 1.9M reactions from patents (1976-2016). The task is: Predict the reactants needed to synthesize the given product. (1) Given the product [CH2:4]([O:11][C:12]1[CH:13]=[CH:14][C:15]([CH:16]=[C:45]2[CH2:46][CH2:47][C:42]3([O:41][CH2:40][CH2:39][O:38]3)[CH2:43][CH2:44]2)=[CH:36][CH:37]=1)[C:5]1[CH:6]=[CH:7][CH:8]=[CH:9][CH:10]=1, predict the reactants needed to synthesize it. The reactants are: [H-].[Na+].[Cl-].[CH2:4]([O:11][C:12]1[CH:37]=[CH:36][C:15]([CH2:16][P+](C2C=CC=CC=2)(C2C=CC=CC=2)C2C=CC=CC=2)=[CH:14][CH:13]=1)[C:5]1[CH:10]=[CH:9][CH:8]=[CH:7][CH:6]=1.[O:38]1[C:42]2([CH2:47][CH2:46][C:45](=O)[CH2:44][CH2:43]2)[O:41][CH2:40][CH2:39]1. (2) Given the product [NH2:1][C:2]1[C:3](/[CH:11]=[CH:10]/[C:9]([O:13][CH3:14])=[O:12])=[N:4][CH:5]=[CH:6][CH:7]=1, predict the reactants needed to synthesize it. The reactants are: [NH2:1][C:2]1[C:3](Br)=[N:4][CH:5]=[CH:6][CH:7]=1.[C:9]([O:13][CH3:14])(=[O:12])[CH:10]=[CH2:11].C(N(CC)CC)C. (3) The reactants are: [Si:1]([O:8][CH:9]1[CH:14]([OH:15])[CH2:13][CH:12]([C:16]2[CH:21]=[CH:20][N:19]=[CH:18][C:17]=2[N+:22]([O-:24])=[O:23])[O:11][CH:10]1[CH3:25])([C:4]([CH3:7])([CH3:6])[CH3:5])([CH3:3])[CH3:2].[CH3:26][C:27](OC(C)=O)=[O:28].O. Given the product [C:27]([O:15][CH:14]1[CH2:13][CH:12]([C:16]2[CH:21]=[CH:20][N:19]=[CH:18][C:17]=2[N+:22]([O-:24])=[O:23])[O:11][CH:10]([CH3:25])[CH:9]1[O:8][Si:1]([C:4]([CH3:7])([CH3:5])[CH3:6])([CH3:3])[CH3:2])(=[O:28])[CH3:26], predict the reactants needed to synthesize it.